This data is from Full USPTO retrosynthesis dataset with 1.9M reactions from patents (1976-2016). The task is: Predict the reactants needed to synthesize the given product. (1) Given the product [CH3:1][C:2]1[N:3]([C:13]2[C:18]([CH3:19])=[CH:17][C:16]([CH3:20])=[CH:15][C:14]=2[CH3:21])[C:4]2[C:9]([N:10]=1)=[C:8]([NH:11][C:33](=[O:34])[CH2:32][Cl:31])[CH:7]=[C:6]([CH3:12])[N:5]=2, predict the reactants needed to synthesize it. The reactants are: [CH3:1][C:2]1[N:3]([C:13]2[C:18]([CH3:19])=[CH:17][C:16]([CH3:20])=[CH:15][C:14]=2[CH3:21])[C:4]2[C:9]([N:10]=1)=[C:8]([NH2:11])[CH:7]=[C:6]([CH3:12])[N:5]=2.C(N(CC)C(C)C)(C)C.[Cl:31][CH2:32][C:33](Cl)=[O:34].C(=O)([O-])[O-].[K+].[K+]. (2) Given the product [CH3:28][C:27]([CH3:30])([CH3:29])[CH2:26][CH2:25][N:24]([CH2:22][CH3:23])[C:7](=[O:20])[CH2:8][C:9]1[C:13]2[CH:14]=[C:15]([O:18][CH3:19])[CH:16]=[CH:17][C:12]=2[O:11][C:10]=1[C:5](=[O:6])[C:1]([CH3:2])([CH3:3])[CH3:4], predict the reactants needed to synthesize it. The reactants are: [C:1]([C:5]1[O:6][C:7](=[O:20])[CH:8]=[C:9]2[C:13]3[CH:14]=[C:15]([O:18][CH3:19])[CH:16]=[CH:17][C:12]=3[O:11][C:10]=12)([CH3:4])([CH3:3])[CH3:2].Cl.[CH2:22]([NH:24][CH2:25][CH2:26][C:27]([CH3:30])([CH3:29])[CH3:28])[CH3:23].CCN(C(C)C)C(C)C. (3) Given the product [CH3:1][O:2][C:3](=[O:14])[C@@H:4]([C:7]([O:9][C:10]([CH3:13])([CH3:12])[CH3:11])=[O:8])[CH2:5][C:16]1[CH:21]=[CH:20][N:19]=[C:18]([C:22]([F:25])([F:24])[F:23])[CH:17]=1, predict the reactants needed to synthesize it. The reactants are: [CH3:1][O:2][C:3](=[O:14])[C@H:4]([C:7]([O:9][C:10]([CH3:13])([CH3:12])[CH3:11])=[O:8])[CH2:5]I.I[C:16]1[CH:21]=[CH:20][N:19]=[C:18]([C:22]([F:25])([F:24])[F:23])[CH:17]=1. (4) Given the product [Si:1]([O:8][C@@H:9]([C@@H:12]([NH:16][C:17](=[O:23])[O:18][C:19]([CH3:22])([CH3:21])[CH3:20])[CH2:13][CH:14]=[C:15]1[CH2:26][CH2:25][CH2:24]1)[CH2:10][OH:11])([C:4]([CH3:7])([CH3:5])[CH3:6])([CH3:3])[CH3:2], predict the reactants needed to synthesize it. The reactants are: [Si:1]([O:8][C@@H:9]([C@@H:12]([NH:16][C:17](=[O:23])[O:18][C:19]([CH3:22])([CH3:21])[CH3:20])[CH2:13][CH:14]=[CH2:15])[CH2:10][OH:11])([C:4]([CH3:7])([CH3:6])[CH3:5])([CH3:3])[CH3:2].[CH2:24]=[C:25]1CC[CH2:26]1. (5) Given the product [F:1][C:2]1[CH:3]=[C:4]([C:26]2([F:39])[CH2:31][CH2:30][NH:29][CH2:28][CH2:27]2)[CH:5]=[C:6]([F:25])[C:7]=1[O:8][CH:9]1[CH2:14][CH2:13][N:12]([CH2:15][C:16]2[O:20][N:19]=[C:18]([C:21]([F:24])([F:22])[F:23])[N:17]=2)[CH2:11][CH2:10]1, predict the reactants needed to synthesize it. The reactants are: [F:1][C:2]1[CH:3]=[C:4]([C:26]2([F:39])[CH2:31][CH2:30][N:29](C(OC(C)(C)C)=O)[CH2:28][CH2:27]2)[CH:5]=[C:6]([F:25])[C:7]=1[O:8][CH:9]1[CH2:14][CH2:13][N:12]([CH2:15][C:16]2[O:20][N:19]=[C:18]([C:21]([F:24])([F:23])[F:22])[N:17]=2)[CH2:11][CH2:10]1.Cl. (6) Given the product [F:1][C:2]1[CH:7]=[CH:6][C:5]2[C:4]([CH:3]=1)=[N:9][S:17][N:8]=2, predict the reactants needed to synthesize it. The reactants are: [F:1][C:2]1[CH:3]=[C:4]([NH2:9])[C:5]([NH2:8])=[CH:6][CH:7]=1.C(N(CC)CC)C.[S:17](Cl)(Cl)=O. (7) Given the product [CH2:8]([C:4]1[CH:3]=[C:2]([B:12]2[O:16][C:15]([CH3:18])([CH3:17])[C:14]([CH3:20])([CH3:19])[O:13]2)[CH:7]=[CH:6][CH:5]=1)[CH2:9][CH:10]=[CH2:11], predict the reactants needed to synthesize it. The reactants are: Br[C:2]1[CH:7]=[CH:6][CH:5]=[C:4]([CH2:8][CH2:9][CH:10]=[CH2:11])[CH:3]=1.[B:12]1([B:12]2[O:16][C:15]([CH3:18])([CH3:17])[C:14]([CH3:20])([CH3:19])[O:13]2)[O:16][C:15]([CH3:18])([CH3:17])[C:14]([CH3:20])([CH3:19])[O:13]1.C([O-])(=O)C.[K+].